Dataset: Catalyst prediction with 721,799 reactions and 888 catalyst types from USPTO. Task: Predict which catalyst facilitates the given reaction. Product: [CH2:1]([O:3][CH2:4][CH2:5][O:6][C:7]1[C:8]([CH:13]=[O:15])=[N:9][CH:10]=[CH:11][CH:12]=1)[CH3:2]. Reactant: [CH2:1]([O:3][CH2:4][CH2:5][O:6][C:7]1[C:8]([CH3:13])=[N:9][CH:10]=[CH:11][CH:12]=1)[CH3:2].[Se](=O)=[O:15].C(OCC)(=O)C. The catalyst class is: 12.